The task is: Predict the reaction yield, written as a fraction of the theoretical maximum amount of product (1.0 means a 100% yield; for example, 0.34 means a 34% yield).. This data is from Reaction yield outcomes from USPTO patents with 853,638 reactions. (1) The yield is 0.950. The catalyst is CCOC(C)=O.C(O)(=O)C.[Pd]. The product is [CH:1]1([CH2:4][N:5]2[C:9]3=[N:10][CH:11]=[C:12]([NH2:14])[CH:13]=[C:8]3[N:7]=[C:6]2[CH2:17][C:18]2[CH:19]=[CH:20][C:21]([O:24][CH2:25][CH3:26])=[CH:22][CH:23]=2)[CH2:3][CH2:2]1. The reactants are [CH:1]1([CH2:4][N:5]2[C:9]3=[N:10][CH:11]=[C:12]([N+:14]([O-])=O)[CH:13]=[C:8]3[N:7]=[C:6]2[CH2:17][C:18]2[CH:23]=[CH:22][C:21]([O:24][CH2:25][CH3:26])=[CH:20][CH:19]=2)[CH2:3][CH2:2]1. (2) The reactants are [C:1](=[O:8])([O:3][C:4]([CH3:7])([CH3:6])[CH3:5])[NH2:2].[OH-].[Na+].Cl[O:12]C(C)(C)C.CC[C@@H]1[C@@H]2C[C@H]([C@@H](OC3C4C(=CC=CC=4)C(O[C@@H](C4C=CN=C5C=4C=C(OC)C=C5)[C@@H]4N5C[C@H](CC)[C@@H](CC5)C4)=NN=3)C3C=CN=C4C=3C=C(OC)C=C4)N(CC2)C1.[Br:75][C:76]1[CH:81]=[CH:80][CH:79]=[C:78](/[CH:82]=[CH:83]/[C:84]2[CH:89]=[CH:88][CH:87]=[C:86]([O:90][CH3:91])[CH:85]=2)[N:77]=1. The catalyst is C(O)CC.O. The product is [Br:75][C:76]1[N:77]=[C:78]([C@@H:82]([NH:2][C:1](=[O:8])[O:3][C:4]([CH3:7])([CH3:6])[CH3:5])[C@H:83]([OH:12])[C:84]2[CH:89]=[CH:88][CH:87]=[C:86]([O:90][CH3:91])[CH:85]=2)[CH:79]=[CH:80][CH:81]=1. The yield is 1.07.